This data is from Peptide-MHC class I binding affinity with 185,985 pairs from IEDB/IMGT. The task is: Regression. Given a peptide amino acid sequence and an MHC pseudo amino acid sequence, predict their binding affinity value. This is MHC class I binding data. (1) The peptide sequence is QLAGYILTV. The MHC is HLA-A02:06 with pseudo-sequence HLA-A02:06. The binding affinity (normalized) is 1.00. (2) The MHC is HLA-A01:01 with pseudo-sequence HLA-A01:01. The binding affinity (normalized) is 0.0847. The peptide sequence is LVTMGTGTFGR. (3) The binding affinity (normalized) is 0.770. The peptide sequence is YLLVKWYKK. The MHC is HLA-A31:01 with pseudo-sequence HLA-A31:01.